From a dataset of Full USPTO retrosynthesis dataset with 1.9M reactions from patents (1976-2016). Predict the reactants needed to synthesize the given product. (1) Given the product [Cl:13][C:14]1[N:19]=[C:18]([C:2]2[CH:7]=[CH:6][CH:5]=[CH:4][CH:3]=2)[CH:17]=[CH:16][N:15]=1, predict the reactants needed to synthesize it. The reactants are: I[C:2]1[CH:7]=[CH:6][CH:5]=[CH:4][CH:3]=1.C([Li])CCC.[Cl:13][C:14]1[N:19]=[CH:18][CH:17]=[CH:16][N:15]=1. (2) Given the product [F:31][C:2]1([F:1])[CH2:6][CH2:5][N:4]([C:7]([C:9]2[CH:10]=[C:11]3[C:16](=[CH:17][CH:18]=2)[CH:15]=[N+:14]([O-:40])[CH:13]=[C:12]3[C:19]2[CH:24]=[CH:23][C:22]([C:25]3[CH:26]=[N:27][N:28]([CH3:30])[CH:29]=3)=[CH:21][CH:20]=2)=[O:8])[CH2:3]1, predict the reactants needed to synthesize it. The reactants are: [F:1][C:2]1([F:31])[CH2:6][CH2:5][N:4]([C:7]([C:9]2[CH:10]=[C:11]3[C:16](=[CH:17][CH:18]=2)[CH:15]=[N:14][CH:13]=[C:12]3[C:19]2[CH:24]=[CH:23][C:22]([C:25]3[CH:26]=[N:27][N:28]([CH3:30])[CH:29]=3)=[CH:21][CH:20]=2)=[O:8])[CH2:3]1.C1C=C(Cl)C=C(C(OO)=[O:40])C=1.[OH-].[Na+]. (3) Given the product [CH2:9](/[C:4](=[CH:3]\[C:2](=[O:1])[CH3:8])/[C:5]([NH2:14])=[O:7])[CH3:10], predict the reactants needed to synthesize it. The reactants are: [O:1]=[C:2]([CH3:8])/[CH:3]=[CH:4]/[C:5]([OH:7])=O.[CH2:9](N)[CH3:10].CC[N:14]=C=NCCCN(C)C.Cl.Cl. (4) Given the product [Cl:27][C:19]([C:18]1[CH:22]=[CH:23][C:15]([S:12]([NH:11][C:9](=[O:10])[O:8][CH2:1][C:2]2[CH:7]=[CH:6][CH:5]=[CH:4][CH:3]=2)(=[O:14])=[O:13])=[CH:16][CH:17]=1)=[O:20], predict the reactants needed to synthesize it. The reactants are: [CH2:1]([O:8][C:9]([NH:11][S:12]([C:15]1[CH:23]=[CH:22][C:18]([C:19](O)=[O:20])=[CH:17][CH:16]=1)(=[O:14])=[O:13])=[O:10])[C:2]1[CH:7]=[CH:6][CH:5]=[CH:4][CH:3]=1.C(Cl)(=O)C([Cl:27])=O.